From a dataset of Catalyst prediction with 721,799 reactions and 888 catalyst types from USPTO. Predict which catalyst facilitates the given reaction. (1) Reactant: [CH2:1]([Si:3]([CH2:17][CH3:18])([CH2:15][CH3:16])[O:4][C@@H:5]1[C@@H:12]([CH2:13][OH:14])[O:11][CH2:10][CH2:9][C@@:6]21[O:8][CH2:7]2)[CH3:2].C[N+]1([O-])CCOCC1. Product: [CH2:15]([Si:3]([CH2:1][CH3:2])([CH2:17][CH3:18])[O:4][C@@H:5]1[C@@H:12]([CH:13]=[O:14])[O:11][CH2:10][CH2:9][C@@:6]21[O:8][CH2:7]2)[CH3:16]. The catalyst class is: 678. (2) Reactant: [CH3:1][N:2]([CH3:24])[CH2:3][CH2:4][CH2:5][NH:6][C:7]1[C:16]2[C:11](=[CH:12][CH:13]=[CH:14][CH:15]=2)[N:10]=[C:9]([CH2:17][N:18]2[CH2:23][CH2:22][NH:21][CH2:20][CH2:19]2)[N:8]=1.[F:25][C:26]([F:43])([F:42])[O:27][C:28]1[CH:41]=[CH:40][C:31]([CH:32](Cl)[C:33]2[CH:38]=[CH:37][CH:36]=[CH:35][CH:34]=2)=[CH:30][CH:29]=1.C(=O)([O-])[O-].[K+].[K+].[I-].[K+]. Product: [CH3:24][N:2]([CH3:1])[CH2:3][CH2:4][CH2:5][NH:6][C:7]1[C:16]2[C:11](=[CH:12][CH:13]=[CH:14][CH:15]=2)[N:10]=[C:9]([CH2:17][N:18]2[CH2:19][CH2:20][N:21]([CH:32]([C:33]3[CH:38]=[CH:37][CH:36]=[CH:35][CH:34]=3)[C:31]3[CH:30]=[CH:29][C:28]([O:27][C:26]([F:43])([F:25])[F:42])=[CH:41][CH:40]=3)[CH2:22][CH2:23]2)[N:8]=1. The catalyst class is: 10. (3) Reactant: C([O-])(O)=O.[Na+].[I:6]N1C(=O)CCC1=O.[F:14][C:15]1[CH:20]=[CH:19][C:18]([C:21]2[C:22](C(O)=O)=[C:23]3[CH2:28][CH2:27][CH:26]([CH3:29])[N:24]3[N:25]=2)=[CH:17][CH:16]=1.O. Product: [F:14][C:15]1[CH:20]=[CH:19][C:18]([C:21]2[C:22]([I:6])=[C:23]3[CH2:28][CH2:27][CH:26]([CH3:29])[N:24]3[N:25]=2)=[CH:17][CH:16]=1. The catalyst class is: 9. (4) Reactant: [CH:1]1([C:7]2[C:15]3[C:10](=[CH:11][C:12]([C:16]([O:18][CH3:19])=[O:17])=[CH:13][CH:14]=3)[NH:9][CH:8]=2)[CH2:6][CH2:5][CH2:4][CH2:3][CH2:2]1.[H-].[Na+].Br[CH2:23][CH2:24][CH2:25][CH2:26][C:27]([O:29][CH3:30])=[O:28]. Product: [CH:1]1([C:7]2[C:15]3[C:10](=[CH:11][C:12]([C:16]([O:18][CH3:19])=[O:17])=[CH:13][CH:14]=3)[N:9]([CH2:23][CH2:24][CH2:25][CH2:26][C:27]([O:29][CH3:30])=[O:28])[CH:8]=2)[CH2:2][CH2:3][CH2:4][CH2:5][CH2:6]1. The catalyst class is: 3. (5) Reactant: [Br:1][C:2]1[CH:10]=[CH:9][C:5]([C:6]([OH:8])=[O:7])=[C:4]([CH3:11])[CH:3]=1.S(=O)(=O)(O)O.O.[CH:18]1[CH:23]=CC=C[CH:19]=1. Product: [CH:18]([O:7][C:6](=[O:8])[C:5]1[CH:9]=[CH:10][C:2]([Br:1])=[CH:3][C:4]=1[CH3:11])([CH3:23])[CH3:19]. The catalyst class is: 32. (6) Product: [Cl:19][C:18]1[C:11]2[C:12](=[N:13][CH:14]=[CH:15][C:10]=2[O:9][C:8]2[CH:7]=[CH:6][C:4]([NH:5][C:21]3[CH:26]=[C:25]([C:27]([F:30])([F:28])[F:29])[N:24]=[C:23]([NH2:31])[N:22]=3)=[CH:3][C:2]=2[F:1])[NH:16][CH:17]=1. Reactant: [F:1][C:2]1[CH:3]=[C:4]([CH:6]=[CH:7][C:8]=1[O:9][C:10]1[CH:15]=[CH:14][N:13]=[C:12]2[NH:16][CH:17]=[C:18]([Cl:19])[C:11]=12)[NH2:5].Cl[C:21]1[CH:26]=[C:25]([C:27]([F:30])([F:29])[F:28])[N:24]=[C:23]([NH2:31])[N:22]=1.Cl.[OH-].[Na+]. The catalyst class is: 97. (7) Reactant: [CH3:1][S:2]([N:5]([C:15]1[CH:20]=[CH:19][CH:18]=[CH:17][CH:16]=1)[C:6]1[CH:14]=[CH:13][CH:12]=[CH:11][C:7]=1[C:8]([OH:10])=[O:9])(=[O:4])=[O:3].[C:21](=O)([O-])[O-].[K+].[K+].IC. Product: [CH3:21][O:9][C:8](=[O:10])[C:7]1[CH:11]=[CH:12][CH:13]=[CH:14][C:6]=1[N:5]([S:2]([CH3:1])(=[O:4])=[O:3])[C:15]1[CH:20]=[CH:19][CH:18]=[CH:17][CH:16]=1. The catalyst class is: 9. (8) Reactant: [NH2:1][C@@H:2]([CH3:17])[C@@H:3]([C:5]1[CH:6]=[CH:7][C:8]([OH:16])=[C:9]([NH:11][S:12]([CH3:15])(=[O:14])=[O:13])[CH:10]=1)[OH:4].[CH3:18][O:19][C:20]1[CH:21]=[C:22]([CH:25]=[C:26]([O:30][CH3:31])[C:27]=1[O:28][CH3:29])[CH:23]=O.O. Product: [OH:16][C:8]1[CH:7]=[CH:6][C:5]([C@@H:3]([OH:4])[C@@H:2]([NH:1][CH2:23][C:22]2[CH:25]=[C:26]([O:30][CH3:31])[C:27]([O:28][CH3:29])=[C:20]([O:19][CH3:18])[CH:21]=2)[CH3:17])=[CH:10][C:9]=1[NH:11][S:12]([CH3:15])(=[O:14])=[O:13]. The catalyst class is: 5. (9) Reactant: [C:1]1([CH:6]([N:28]2[CH2:37][CH2:36][C:35]3[C:30](=[CH:31][CH:32]=[CH:33][CH:34]=3)[CH2:29]2)[C:7]([NH:9][C:10]2[CH:11]=[C:12]([CH:24]=[CH:25][C:26]=2[F:27])[CH2:13][C:14]2([C:17]([O:19][C:20]([CH3:23])([CH3:22])[CH3:21])=[O:18])[CH2:16][CH2:15]2)=[O:8])[CH2:5][CH2:4][CH2:3][CH:2]=1. Product: [CH:1]1([CH:6]([N:28]2[CH2:37][CH2:36][C:35]3[C:30](=[CH:31][CH:32]=[CH:33][CH:34]=3)[CH2:29]2)[C:7]([NH:9][C:10]2[CH:11]=[C:12]([CH:24]=[CH:25][C:26]=2[F:27])[CH2:13][C:14]2([C:17]([O:19][C:20]([CH3:23])([CH3:22])[CH3:21])=[O:18])[CH2:16][CH2:15]2)=[O:8])[CH2:2][CH2:3][CH2:4][CH2:5]1. The catalyst class is: 603. (10) Reactant: CC1C=CC(S(N[C@H]([C@@H](N)C2C=CC=CC=2)C2C=CC=CC=2)(=O)=O)=CC=1.[C:27]([C:31]1[CH:40]=[C:39]2[C:34]([C:35](=[O:41])[CH2:36][CH2:37][O:38]2)=[CH:33][CH:32]=1)([O:29][CH3:30])=[O:28].C(#N)C. Product: [OH:41][C@@H:35]1[C:34]2[C:39](=[CH:40][C:31]([C:27]([O:29][CH3:30])=[O:28])=[CH:32][CH:33]=2)[O:38][CH2:37][CH2:36]1. The catalyst class is: 32.